From a dataset of CYP2C9 inhibition data for predicting drug metabolism from PubChem BioAssay. Regression/Classification. Given a drug SMILES string, predict its absorption, distribution, metabolism, or excretion properties. Task type varies by dataset: regression for continuous measurements (e.g., permeability, clearance, half-life) or binary classification for categorical outcomes (e.g., BBB penetration, CYP inhibition). Dataset: cyp2c9_veith. The compound is N[C@@H](Cn1ccc(=O)n(Cc2ccc(C(=O)O)cc2)c1=O)C(=O)O. The result is 0 (non-inhibitor).